Dataset: Full USPTO retrosynthesis dataset with 1.9M reactions from patents (1976-2016). Task: Predict the reactants needed to synthesize the given product. Given the product [CH:1]1([CH2:6][CH:7]([N:11]2[C:16](=[O:17])[CH:15]=[C:14]([O:18][C:19]3[N:20]([CH3:28])[N:21]=[C:22]([C:24]([F:26])([F:25])[F:27])[CH:23]=3)[CH:13]=[N:12]2)[C:8]([NH:41][C:38]2[CH:39]=[CH:40][N:36]([CH2:35][C@@H:33]3[CH2:32][O:31][C:30]([CH3:42])([CH3:29])[O:34]3)[N:37]=2)=[O:9])[CH2:2][CH2:3][CH2:4][CH2:5]1, predict the reactants needed to synthesize it. The reactants are: [CH:1]1([CH2:6][CH:7]([N:11]2[C:16](=[O:17])[CH:15]=[C:14]([O:18][C:19]3[N:20]([CH3:28])[N:21]=[C:22]([C:24]([F:27])([F:26])[F:25])[CH:23]=3)[CH:13]=[N:12]2)[C:8](O)=[O:9])[CH2:5][CH2:4][CH2:3][CH2:2]1.[CH3:29][C:30]1([CH3:42])[O:34][C@H:33]([CH2:35][N:36]2[CH:40]=[CH:39][C:38]([NH2:41])=[N:37]2)[CH2:32][O:31]1.